From a dataset of Catalyst prediction with 721,799 reactions and 888 catalyst types from USPTO. Predict which catalyst facilitates the given reaction. Reactant: [CH3:1][C:2]1[N:3]=[CH:4][C:5]2[C:10]([CH:11]=1)=[C:9]([CH2:12][C:13]([OH:15])=O)[CH:8]=[CH:7][CH:6]=2.[F:16][C:17]1[CH:18]=[C:19]([CH:22]=[CH:23][C:24]=1[C:25]([F:28])([F:27])[F:26])[CH2:20][NH2:21].FC(F)(F)OC1C=CC(CN)=CC=1. Product: [F:16][C:17]1[CH:18]=[C:19]([CH:22]=[CH:23][C:24]=1[C:25]([F:26])([F:27])[F:28])[CH2:20][NH:21][C:13](=[O:15])[CH2:12][C:9]1[CH:8]=[CH:7][CH:6]=[C:5]2[C:10]=1[CH:11]=[C:2]([CH3:1])[N:3]=[CH:4]2. The catalyst class is: 3.